Dataset: Forward reaction prediction with 1.9M reactions from USPTO patents (1976-2016). Task: Predict the product of the given reaction. (1) Given the reactants [CH2:1]([O:3][C:4]([C:6]1[O:7][C:8]2[CH:14]=[CH:13][C:12](N)=[CH:11][C:9]=2[CH:10]=1)=[O:5])[CH3:2].[CH3:16][S:17]SC.C(ON=O)(C)(C)C, predict the reaction product. The product is: [CH2:1]([O:3][C:4]([C:6]1[O:7][C:8]2[CH:14]=[CH:13][C:12]([S:17][CH3:16])=[CH:11][C:9]=2[CH:10]=1)=[O:5])[CH3:2]. (2) Given the reactants C(N(CC)CC)C.[Cl:8][C:9]1[CH:14]=[CH:13][C:12]([C:15]2[CH:16]=[CH:17][C:18]([C:21]#[CH:22])=[N:19][CH:20]=2)=[CH:11][CH:10]=1.Br[C:24]1[CH:37]=[CH:36][C:27]([O:28][CH2:29][CH2:30][N:31]2[CH2:35][CH2:34][CH2:33][CH2:32]2)=[CH:26][C:25]=1[Cl:38], predict the reaction product. The product is: [Cl:8][C:9]1[CH:10]=[CH:11][C:12]([C:15]2[CH:16]=[CH:17][C:18]([C:21]#[C:22][C:24]3[CH:37]=[CH:36][C:27]([O:28][CH2:29][CH2:30][N:31]4[CH2:35][CH2:34][CH2:33][CH2:32]4)=[CH:26][C:25]=3[Cl:38])=[N:19][CH:20]=2)=[CH:13][CH:14]=1. (3) Given the reactants [CH3:1][O:2][C:3]1[CH:8]=[CH:7][C:6]([CH2:9][C:10]([NH:12][C:13]2[N:14]=[CH:15][C:16]3[C:21]([CH:22]=2)=[CH:20][C:19]([C:23]2[CH:24]=[N:25][NH:26][CH:27]=2)=[CH:18][CH:17]=3)=[O:11])=[CH:5][CH:4]=1.[C:28]([O-])([O-])=O.[Cs+].[Cs+].CI, predict the reaction product. The product is: [CH3:1][O:2][C:3]1[CH:8]=[CH:7][C:6]([CH2:9][C:10]([NH:12][C:13]2[N:14]=[CH:15][C:16]3[C:21]([CH:22]=2)=[CH:20][C:19]([C:23]2[CH:24]=[N:25][N:26]([CH3:28])[CH:27]=2)=[CH:18][CH:17]=3)=[O:11])=[CH:5][CH:4]=1. (4) Given the reactants Cl[CH2:2][CH2:3][CH2:4][CH2:5][CH:6]([C:18]1[NH:22][N:21]=[C:20]([NH:23][C:24]2[CH:29]=[CH:28][C:27]([N:30]3[CH:34]=[C:33]([Cl:35])[N:32]=[CH:31]3)=[C:26]([O:36][CH3:37])[CH:25]=2)[N:19]=1)[C:7]1[CH:12]=[CH:11][C:10]([O:13][CH2:14][CH:15]([F:17])[F:16])=[CH:9][CH:8]=1.[I-].[Na+], predict the reaction product. The product is: [Cl:35][C:33]1[N:32]=[CH:31][N:30]([C:27]2[CH:28]=[CH:29][C:24]([NH:23][C:20]3[N:19]=[C:18]4[CH:6]([C:7]5[CH:12]=[CH:11][C:10]([O:13][CH2:14][CH:15]([F:17])[F:16])=[CH:9][CH:8]=5)[CH2:5][CH2:4][CH2:3][CH2:2][N:22]4[N:21]=3)=[CH:25][C:26]=2[O:36][CH3:37])[CH:34]=1.